From a dataset of Reaction yield outcomes from USPTO patents with 853,638 reactions. Predict the reaction yield, written as a fraction of the theoretical maximum amount of product (1.0 means a 100% yield; for example, 0.34 means a 34% yield). The reactants are [C:1]([O:23]C)(=O)[CH2:2][CH2:3][CH2:4][CH2:5][CH2:6][CH2:7][CH2:8]/[CH:9]=[CH:10]\[CH2:11][CH2:12][CH2:13][CH2:14][CH2:15][CH2:16][CH2:17][C:18]([O:20][CH3:21])=[O:19].CCN(CC)CC.O. The catalyst is C(Cl)Cl.Cl[Ti](Cl)(Cl)Cl. The product is [CH3:21][O:20][C:18]([CH:17]1[CH2:16][CH2:15][CH2:14][CH2:13][CH2:12][CH2:11][CH:10]=[CH:9][CH2:8][CH2:7][CH2:6][CH2:5][CH2:4][CH2:3][CH2:2][C:1]1=[O:23])=[O:19]. The yield is 0.540.